Dataset: Reaction yield outcomes from USPTO patents with 853,638 reactions. Task: Predict the reaction yield, written as a fraction of the theoretical maximum amount of product (1.0 means a 100% yield; for example, 0.34 means a 34% yield). (1) The reactants are [C:1]([CH2:4][C:5]1[C:6]([CH3:14])=[C:7](C(O)=O)[NH:8][C:9]=1[CH3:10])([OH:3])=[O:2].[OH-].[K+]. The catalyst is O. The product is [CH3:10][C:9]1[NH:8][CH:7]=[C:6]([CH3:14])[C:5]=1[CH2:4][C:1]([OH:3])=[O:2]. The yield is 0.400. (2) The reactants are [CH2:1]([C@:3]12[CH2:26][CH2:25][C:20]3([O:24][CH2:23][CH2:22][O:21]3)[CH2:19][C@H:4]1[CH2:5][CH2:6][CH2:7][C:8]1[CH:13]=[C:12]([NH:14][C:15](=[O:17])[CH3:16])[C:11]([CH3:18])=[CH:10][C:9]=12)[CH3:2].C([O-])(=O)C.[K+].CC(O)=O.C1OCCOCCOCCOCCOCCOC1.C(OC(=O)C)(=O)C.[N:61](OCCC(C)C)=O.C([O-])(O)=O.[Na+]. The catalyst is C(Cl)(Cl)Cl.O. The product is [CH2:1]([C@:3]12[CH2:26][CH2:25][C:20]3([O:24][CH2:23][CH2:22][O:21]3)[CH2:19][C@H:4]1[CH2:5][CH2:6][CH2:7][C:8]1[C:9]2=[CH:10][C:11]2[CH:18]=[N:61][N:14]([C:15](=[O:17])[CH3:16])[C:12]=2[CH:13]=1)[CH3:2]. The yield is 0.640. (3) The reactants are [OH:1][C:2]([CH:5]1[CH2:10][NH:9][CH2:8][C:7]2([CH2:15][CH2:14][N:13]([C:16]([C:18]3[CH:23]=[CH:22][C:21]([O:24][CH:25]([CH3:27])[CH3:26])=[C:20]([CH3:28])[CH:19]=3)=[O:17])[CH2:12][CH2:11]2)[O:6]1)([CH3:4])[CH3:3].C([O-])(O)=O.[Na+].FC(F)(F)S(O[CH2:40][C:41]([F:44])([F:43])[F:42])(=O)=O. The catalyst is C(O)C. The product is [OH:1][C:2]([CH:5]1[O:6][C:7]2([CH2:15][CH2:14][N:13]([C:16]([C:18]3[CH:23]=[CH:22][C:21]([O:24][CH:25]([CH3:26])[CH3:27])=[C:20]([CH3:28])[CH:19]=3)=[O:17])[CH2:12][CH2:11]2)[CH2:8][N:9]([CH2:40][C:41]([F:44])([F:43])[F:42])[CH2:10]1)([CH3:4])[CH3:3]. The yield is 0.530.